This data is from Full USPTO retrosynthesis dataset with 1.9M reactions from patents (1976-2016). The task is: Predict the reactants needed to synthesize the given product. (1) Given the product [C:1]([Si:5]([CH3:26])([CH3:25])[O:6][CH2:7][CH2:8][N:9]1[CH2:10][CH2:11][N:12]([CH2:15][C:16]2[CH:17]=[CH:18][C:19]([NH2:22])=[CH:20][CH:21]=2)[CH2:13][CH2:14]1)([CH3:4])([CH3:3])[CH3:2], predict the reactants needed to synthesize it. The reactants are: [C:1]([Si:5]([CH3:26])([CH3:25])[O:6][CH2:7][CH2:8][N:9]1[CH2:14][CH2:13][N:12]([CH2:15][C:16]2[CH:21]=[CH:20][C:19]([N+:22]([O-])=O)=[CH:18][CH:17]=2)[CH2:11][CH2:10]1)([CH3:4])([CH3:3])[CH3:2].O.[NH4+].[Cl-]. (2) Given the product [CH3:9][C:4]1[CH:3]=[C:2]([C:16]2[CH:17]=[CH:18][C:13]([C:10]([OH:12])=[O:11])=[CH:14][CH:15]=2)[C:7]([CH3:8])=[CH:6][N:5]=1, predict the reactants needed to synthesize it. The reactants are: Br[C:2]1[C:7]([CH3:8])=[CH:6][N:5]=[C:4]([CH3:9])[CH:3]=1.[C:10]([C:13]1[CH:18]=[CH:17][C:16](B(O)O)=[CH:15][CH:14]=1)([OH:12])=[O:11]. (3) Given the product [CH:1]1([C:4]2[C:5]([O:6][CH2:7][C:8]3([CH3:21])[CH2:13][CH2:12][N:11]([CH2:38][C:37]4[CH:40]=[CH:41][C:42]([Cl:43])=[C:35]([Cl:34])[CH:36]=4)[CH2:10][CH2:9]3)=[CH:22][C:23]([F:33])=[C:24]([CH:25]=2)[C:26]([NH:27][S:28]([CH3:31])(=[O:30])=[O:29])=[O:32])[CH2:3][CH2:2]1, predict the reactants needed to synthesize it. The reactants are: [CH:1]1([C:4]2[CH:25]=[C:24]([C:26](=[O:32])[NH:27][S:28]([CH3:31])(=[O:30])=[O:29])[C:23]([F:33])=[CH:22][C:5]=2[O:6][CH2:7][C:8]2([CH3:21])[CH2:13][CH2:12][N:11](C(OC(C)(C)C)=O)[CH2:10][CH2:9]2)[CH2:3][CH2:2]1.[Cl:34][C:35]1[CH:36]=[C:37]([CH:40]=[CH:41][C:42]=1[Cl:43])[CH:38]=O. (4) Given the product [CH2:13]([NH:12][C:4]1[N:5]=[C:6]([NH:8][CH2:9][CH2:10][CH3:11])[N:7]=[C:2]([N:19]([CH2:17][CH3:18])[O:20][CH:21]([CH3:23])[CH3:22])[N:3]=1)[CH2:14][CH3:15], predict the reactants needed to synthesize it. The reactants are: Cl[C:2]1[N:7]=[C:6]([NH:8][CH2:9][CH2:10][CH3:11])[N:5]=[C:4]([NH:12][CH2:13][CH2:14][CH3:15])[N:3]=1.Cl.[CH2:17]([NH:19][O:20][CH:21]([CH3:23])[CH3:22])[CH3:18]. (5) Given the product [N:4]1[C:5]2[C:10](=[N:9][CH:8]=[CH:7][CH:6]=2)[CH:11]=[CH:12][C:3]=1[CH2:1][CH2:2][N:21]1[C:20](=[O:23])[N:16]2[CH:17]=[CH:18][CH:19]=[C:14]([Br:13])[C:15]2=[N:22]1, predict the reactants needed to synthesize it. The reactants are: [CH:1]([C:3]1[CH:12]=[CH:11][C:10]2[C:5](=[CH:6][CH:7]=[CH:8][N:9]=2)[N:4]=1)=[CH2:2].[Br:13][C:14]1[C:15]2[N:16]([C:20](=[O:23])[NH:21][N:22]=2)[CH:17]=[CH:18][CH:19]=1.[OH-].[K+]. (6) Given the product [Cl:1][C:2]1[CH:3]=[CH:4][C:5]([CH2:6][N:7]2[C:12](=[O:13])[C:11]([O:14][CH3:15])=[N:10][N:9]([C:16]3[CH:17]=[C:18]([CH:21]=[CH:22][CH:23]=3)/[C:19](/[NH2:20])=[N:27]/[OH:28])[C:8]2=[O:24])=[CH:25][CH:26]=1, predict the reactants needed to synthesize it. The reactants are: [Cl:1][C:2]1[CH:26]=[CH:25][C:5]([CH2:6][N:7]2[C:12](=[O:13])[C:11]([O:14][CH3:15])=[N:10][N:9]([C:16]3[CH:17]=[C:18]([CH:21]=[CH:22][CH:23]=3)[C:19]#[N:20])[C:8]2=[O:24])=[CH:4][CH:3]=1.[NH2:27][OH:28]. (7) The reactants are: [Cl:1][C:2]1[CH:22]=[CH:21][C:5]([CH2:6][NH:7][C:8]([C:10]2[C:11]([OH:20])=[C:12]3[CH:18]=[C:17](I)[S:16][C:13]3=[N:14][CH:15]=2)=[O:9])=[CH:4][CH:3]=1.[CH3:23][O:24][CH2:25][C:26]#[CH:27]. Given the product [Cl:1][C:2]1[CH:22]=[CH:21][C:5]([CH2:6][NH:7][C:8]([C:10]2[C:11]([OH:20])=[C:12]3[CH:18]=[C:17]([C:27]#[C:26][CH2:25][O:24][CH3:23])[S:16][C:13]3=[N:14][CH:15]=2)=[O:9])=[CH:4][CH:3]=1, predict the reactants needed to synthesize it.